Predict the reactants needed to synthesize the given product. From a dataset of Full USPTO retrosynthesis dataset with 1.9M reactions from patents (1976-2016). (1) Given the product [ClH:1].[NH2:11][C:9]1[CH:8]=[C:4]([CH:3]=[C:2]([Cl:1])[CH:10]=1)[C:5]([OH:7])=[O:6], predict the reactants needed to synthesize it. The reactants are: [Cl:1][C:2]1[CH:3]=[C:4]([CH:8]=[C:9]([N+:11]([O-])=O)[CH:10]=1)[C:5]([OH:7])=[O:6].O. (2) Given the product [OH:13][CH2:14][CH2:15][N:24]1[C:25]2[C:31]([Br:32])=[C:30]([NH2:33])[CH:29]=[CH:28][C:26]=2[N:27]=[CH:23]1, predict the reactants needed to synthesize it. The reactants are: [N+](C1C=CC2N=CNC=2C=1)([O-])=O.[OH:13][CH2:14][CH2:15]Br.BrBr.N.OCC[C:23]1[NH:24][C:25]2[C:31]([Br:32])=[C:30]([NH2:33])[CH:29]=[CH:28][C:26]=2[N:27]=1. (3) Given the product [CH3:12][Sn:13]([CH3:19])([CH3:18])[C:2]1[CH:3]=[CH:4][C:5]([C:8]([OH:11])([CH3:10])[CH3:9])=[N:6][CH:7]=1, predict the reactants needed to synthesize it. The reactants are: Br[C:2]1[CH:3]=[CH:4][C:5]([C:8]([OH:11])([CH3:10])[CH3:9])=[N:6][CH:7]=1.[CH3:12][Sn:13]([CH3:19])([CH3:18])[Sn:13]([CH3:19])([CH3:18])[CH3:12]. (4) Given the product [S:1]1[N:5]=[CH:4][C:3]([O:6][CH2:7][C@@H:8]2[O:12][C:11](=[O:13])[N:10]([C:14]3[CH:19]=[CH:18][C:17]([N:20]4[CH2:25][C@:24]5([C:27](=[O:33])[CH2:28][OH:29])[CH2:26][C@H:21]4[CH2:22][NH:23]5)=[C:16]([F:34])[CH:15]=3)[CH2:9]2)=[N:2]1, predict the reactants needed to synthesize it. The reactants are: [S:1]1[N:5]=[CH:4][C:3]([O:6][CH2:7][C@@H:8]2[O:12][C:11](=[O:13])[N:10]([C:14]3[CH:19]=[CH:18][C:17]([N:20]4[CH2:25][C@:24]5([C:27](=[O:33])[CH2:28][O:29]C(=O)C)[CH2:26][C@H:21]4[CH2:22][NH:23]5)=[C:16]([F:34])[CH:15]=3)[CH2:9]2)=[N:2]1.N. (5) Given the product [NH2:8][C:7]1[N:6]2[N:9]=[CH:10][C:11]([C:12]3[CH:13]=[N:14][C:15]4[C:20]([CH:21]=3)=[CH:19][CH:18]=[CH:17][CH:16]=4)=[C:5]2[N:4]=[C:3]([C:22]2[CH2:23][CH2:24][N:25]([CH2:38][C:39]([OH:41])=[O:40])[CH2:26][CH:27]=2)[C:2]=1[Br:1], predict the reactants needed to synthesize it. The reactants are: [Br:1][C:2]1[C:3]([C:22]2[CH2:23][CH2:24][NH:25][CH2:26][CH:27]=2)=[N:4][C:5]2[N:6]([N:9]=[CH:10][C:11]=2[C:12]2[CH:13]=[N:14][C:15]3[C:20]([CH:21]=2)=[CH:19][CH:18]=[CH:17][CH:16]=3)[C:7]=1[NH2:8].C(N(CC)C(C)C)(C)C.Br[CH2:38][C:39]([O:41]C(C)(C)C)=[O:40].